Dataset: Merck oncology drug combination screen with 23,052 pairs across 39 cell lines. Task: Regression. Given two drug SMILES strings and cell line genomic features, predict the synergy score measuring deviation from expected non-interaction effect. (1) Drug 1: CN(Cc1cnc2nc(N)nc(N)c2n1)c1ccc(C(=O)NC(CCC(=O)O)C(=O)O)cc1. Drug 2: Cn1c(=O)n(-c2ccc(C(C)(C)C#N)cc2)c2c3cc(-c4cnc5ccccc5c4)ccc3ncc21. Cell line: COLO320DM. Synergy scores: synergy=-6.80. (2) Drug 1: Cc1nc(Nc2ncc(C(=O)Nc3c(C)cccc3Cl)s2)cc(N2CCN(CCO)CC2)n1. Drug 2: NC1CCCCC1N.O=C(O)C(=O)O.[Pt+2]. Cell line: SKMEL30. Synergy scores: synergy=-14.1. (3) Drug 1: CC(C)CC(NC(=O)C(Cc1ccccc1)NC(=O)c1cnccn1)B(O)O. Drug 2: CCc1c2c(nc3ccc(O)cc13)-c1cc3c(c(=O)n1C2)COC(=O)C3(O)CC. Cell line: OVCAR3. Synergy scores: synergy=14.6. (4) Drug 1: CC1CC2C3CCC4=CC(=O)C=CC4(C)C3(F)C(O)CC2(C)C1(O)C(=O)CO. Drug 2: NC(=O)c1cccc2cn(-c3ccc(C4CCCNC4)cc3)nc12. Cell line: RPMI7951. Synergy scores: synergy=-22.8. (5) Drug 1: CC(C)CC(NC(=O)C(Cc1ccccc1)NC(=O)c1cnccn1)B(O)O. Drug 2: NC1CCCCC1N.O=C(O)C(=O)O.[Pt+2]. Cell line: A375. Synergy scores: synergy=-14.4. (6) Drug 1: CCC1(O)C(=O)OCc2c1cc1n(c2=O)Cc2cc3c(CN(C)C)c(O)ccc3nc2-1. Drug 2: Cn1cc(-c2cnn3c(N)c(Br)c(C4CCCNC4)nc23)cn1. Cell line: MDAMB436. Synergy scores: synergy=12.0. (7) Drug 1: C=CCn1c(=O)c2cnc(Nc3ccc(N4CCN(C)CC4)cc3)nc2n1-c1cccc(C(C)(C)O)n1. Drug 2: NC1CCCCC1N.O=C(O)C(=O)O.[Pt+2]. Cell line: NCIH1650. Synergy scores: synergy=-1.19. (8) Cell line: VCAP. Drug 2: O=S1(=O)NC2(CN1CC(F)(F)F)C1CCC2Cc2cc(C=CCN3CCC(C(F)(F)F)CC3)ccc2C1. Drug 1: CN1C(=O)C=CC2(C)C3CCC4(C)C(NC(=O)OCC(F)(F)F)CCC4C3CCC12. Synergy scores: synergy=10.5.